Dataset: CYP2D6 inhibition data for predicting drug metabolism from PubChem BioAssay. Task: Regression/Classification. Given a drug SMILES string, predict its absorption, distribution, metabolism, or excretion properties. Task type varies by dataset: regression for continuous measurements (e.g., permeability, clearance, half-life) or binary classification for categorical outcomes (e.g., BBB penetration, CYP inhibition). Dataset: cyp2d6_veith. The compound is COC(=O)c1ccc(CSc2nnc(NC(C)C)s2)cc1. The result is 0 (non-inhibitor).